The task is: Predict the reactants needed to synthesize the given product.. This data is from Full USPTO retrosynthesis dataset with 1.9M reactions from patents (1976-2016). Given the product [C:14]12([CH2:24][C:25]([NH:1][N:2]3[C:11](=[O:12])[C:10]4[C:5](=[CH:6][CH:7]=[CH:8][CH:9]=4)[N:4]=[C:3]3[CH3:13])=[O:26])[CH2:21][CH:20]3[CH2:19][CH:18]([CH2:17][CH:16]([CH2:22]3)[CH2:15]1)[CH2:23]2, predict the reactants needed to synthesize it. The reactants are: [NH2:1][N:2]1[C:11](=[O:12])[C:10]2[C:5](=[CH:6][CH:7]=[CH:8][CH:9]=2)[N:4]=[C:3]1[CH3:13].[C:14]12([CH2:24][C:25](Cl)=[O:26])[CH2:23][CH:18]3[CH2:19][CH:20]([CH2:22][CH:16]([CH2:17]3)[CH2:15]1)[CH2:21]2.